From a dataset of Forward reaction prediction with 1.9M reactions from USPTO patents (1976-2016). Predict the product of the given reaction. (1) Given the reactants Cl.C(N=C=NCCCN(C)C)C.O.ON1C2C=CC=CC=2N=N1.CN1CCOCC1.Cl.[F:32][C:33]1[CH:45]=[CH:44][C:36]([O:37][CH:38]2[CH2:43][CH2:42][NH:41][CH2:40][CH2:39]2)=[CH:35][CH:34]=1.[C:46]([O:50][C:51]([NH:53][C@@H:54]([C:58]([OH:61])([CH3:60])[CH3:59])[C:55](O)=[O:56])=[O:52])([CH3:49])([CH3:48])[CH3:47], predict the reaction product. The product is: [C:46]([O:50][C:51](=[O:52])[NH:53][C@H:54]([C:55]([N:41]1[CH2:40][CH2:39][CH:38]([O:37][C:36]2[CH:44]=[CH:45][C:33]([F:32])=[CH:34][CH:35]=2)[CH2:43][CH2:42]1)=[O:56])[C:58]([OH:61])([CH3:59])[CH3:60])([CH3:49])([CH3:47])[CH3:48]. (2) Given the reactants CC1C=CC(C[N:9]2[CH2:14][CH2:13][N:12]3[C:15](=[O:30])[O:16][C:17]([C:24]4[CH:29]=[CH:28][CH:27]=[CH:26][CH:25]=4)([C:18]4[CH:23]=[CH:22][CH:21]=[CH:20][CH:19]=4)[CH:11]3[CH2:10]2)=CC=1.ClC(OC(Cl)C)=O, predict the reaction product. The product is: [C:24]1([C:17]2([C:18]3[CH:19]=[CH:20][CH:21]=[CH:22][CH:23]=3)[CH:11]3[CH2:10][NH:9][CH2:14][CH2:13][N:12]3[C:15](=[O:30])[O:16]2)[CH:29]=[CH:28][CH:27]=[CH:26][CH:25]=1. (3) Given the reactants C1(P(C2C=CC=CC=2)C2C=CC=CC=2)C=CC=CC=1.[N+:20]([C:23]1[CH:31]=[CH:30][CH:29]=[CH:28][C:24]=1[CH2:25][CH2:26]O)([O-:22])=[O:21].C(Br)(Br)(Br)[Br:33], predict the reaction product. The product is: [Br:33][CH2:26][CH2:25][C:24]1[CH:28]=[CH:29][CH:30]=[CH:31][C:23]=1[N+:20]([O-:22])=[O:21]. (4) Given the reactants [Cl:1][C:2]1[CH:10]=[C:9]2[C:5]([CH2:6][C:7](=O)[NH:8]2)=[CH:4][CH:3]=1.CN(C)C1C=CC=CC=1.O=P(Cl)(Cl)[Cl:23], predict the reaction product. The product is: [Cl:23][C:7]1[NH:8][C:9]2[C:5]([CH:6]=1)=[CH:4][CH:3]=[C:2]([Cl:1])[CH:10]=2. (5) Given the reactants [OH:1][C@H:2]1[C@:5]2([C:24]3[CH:29]=[CH:28][CH:27]=[CH:26][CH:25]=3)[C:6]3[CH:23]=[CH:22][CH:21]=[CH:20][C:7]=3[N:8]([CH2:11][C:12]3[CH:17]=[CH:16][C:15]([O:18][CH3:19])=[CH:14][CH:13]=3)[CH2:9][CH2:10][N:4]2[C:3]1=[O:30].CS([C:35]1[N:40]=[C:39]([O:41][CH3:42])[CH:38]=[C:37]([O:43][CH3:44])[N:36]=1)(=O)=O, predict the reaction product. The product is: [CH3:44][O:43][C:37]1[CH:38]=[C:39]([O:41][CH3:42])[N:40]=[C:35]([O:1][C@H:2]2[C@:5]3([C:24]4[CH:25]=[CH:26][CH:27]=[CH:28][CH:29]=4)[C:6]4[CH:23]=[CH:22][CH:21]=[CH:20][C:7]=4[N:8]([CH2:11][C:12]4[CH:13]=[CH:14][C:15]([O:18][CH3:19])=[CH:16][CH:17]=4)[CH2:9][CH2:10][N:4]3[C:3]2=[O:30])[N:36]=1. (6) Given the reactants O=[C:2]([C@@:6](CCC1C=CC=CC=1)([O:18][C:19](=[O:29])[CH2:20][CH2:21][CH2:22][CH2:23][CH2:24][CH2:25][CH2:26][CH2:27][CH3:28])[CH2:7][CH2:8][CH2:9][CH2:10][CH2:11][CH2:12][CH2:13][CH2:14][CH2:15][CH2:16][CH3:17])[C:3]([O-:5])=[O:4], predict the reaction product. The product is: [C:19]([O:18][C@H:6]([CH2:7][CH2:8][CH2:9][CH2:10][CH2:11][CH2:12][CH2:13][CH2:14][CH2:15][CH2:16][CH3:17])[CH2:2][C:3]([OH:5])=[O:4])(=[O:29])[CH2:20][CH2:21][CH2:22][CH2:23][CH2:24][CH2:25][CH2:26][CH2:27][CH3:28]. (7) The product is: [Cl:1][C:2]1[CH:7]=[CH:6][C:5]([C:8]([N:13]2[C:21]3[C:16](=[C:17]([NH:22][C:23](=[O:29])[O:24][C:25]([CH3:28])([CH3:27])[CH3:26])[CH:18]=[CH:19][CH:20]=3)[CH:15]=[CH:14]2)([CH2:11][CH3:12])[C:9]#[CH:30])=[CH:4][CH:3]=1. Given the reactants [Cl:1][C:2]1[CH:7]=[CH:6][C:5]([C:8]([N:13]2[C:21]3[C:16](=[C:17]([NH:22][C:23](=[O:29])[O:24][C:25]([CH3:28])([CH3:27])[CH3:26])[CH:18]=[CH:19][CH:20]=3)[CH:15]=[CH:14]2)([CH2:11][CH3:12])[CH:9]=O)=[CH:4][CH:3]=1.[C:30]([O-])([O-])=O.[K+].[K+].[N+](=C(P(=O)(OC)OC)C(=O)C)=[N-], predict the reaction product. (8) Given the reactants [CH2:1]([C@@:4]1([O:47][CH3:48])[CH2:9][C@H:8]([C:10]2[CH:15]=[CH:14][CH:13]=[C:12]([Cl:16])[CH:11]=2)[C@@H:7]([C:17]2[CH:22]=[CH:21][C:20]([Cl:23])=[CH:19][CH:18]=2)[N:6]([C@@H:24]([CH2:44][CH3:45])[CH2:25][O:26][Si](C(C)(C)C)(C2C=CC=CC=2)C2C=CC=CC=2)[C:5]1=[O:46])[CH:2]=[CH2:3].[F-].C([N+](CCCC)(CCCC)CCCC)CCC, predict the reaction product. The product is: [CH2:1]([C@@:4]1([O:47][CH3:48])[CH2:9][C@H:8]([C:10]2[CH:15]=[CH:14][CH:13]=[C:12]([Cl:16])[CH:11]=2)[C@@H:7]([C:17]2[CH:18]=[CH:19][C:20]([Cl:23])=[CH:21][CH:22]=2)[N:6]([C@@H:24]([CH2:44][CH3:45])[CH2:25][OH:26])[C:5]1=[O:46])[CH:2]=[CH2:3]. (9) Given the reactants Br.Br[CH:3]([N:14]1[CH:18]=[N:17][CH:16]=[N:15]1)[C:4]([C:6]1[CH:7]=[C:8]([CH:11]=[CH:12][CH:13]=1)[C:9]#[N:10])=O.[NH2:19][C:20]([NH2:22])=[S:21], predict the reaction product. The product is: [NH2:22][C:20]1[S:21][C:3]([N:14]2[CH:18]=[N:17][CH:16]=[N:15]2)=[C:4]([C:6]2[CH:7]=[C:8]([CH:11]=[CH:12][CH:13]=2)[C:9]#[N:10])[N:19]=1.